This data is from NCI-60 drug combinations with 297,098 pairs across 59 cell lines. The task is: Regression. Given two drug SMILES strings and cell line genomic features, predict the synergy score measuring deviation from expected non-interaction effect. Drug 1: CC(C)(C#N)C1=CC(=CC(=C1)CN2C=NC=N2)C(C)(C)C#N. Drug 2: C1=NNC2=C1C(=O)NC=N2. Cell line: SK-OV-3. Synergy scores: CSS=5.43, Synergy_ZIP=-0.352, Synergy_Bliss=4.05, Synergy_Loewe=-4.57, Synergy_HSA=1.62.